From a dataset of Human liver microsome stability data. Regression/Classification. Given a drug SMILES string, predict its absorption, distribution, metabolism, or excretion properties. Task type varies by dataset: regression for continuous measurements (e.g., permeability, clearance, half-life) or binary classification for categorical outcomes (e.g., BBB penetration, CYP inhibition). Dataset: hlm. (1) The molecule is CN1CCCC[C@H]1C(=O)N1CCC(n2cnc3cnc4[nH]ccc4c32)CC1. The result is 0 (unstable in human liver microsomes). (2) The compound is CN(C[C@@H]1CCCN1C(=O)C[C@H](N)Cc1cc(F)c(F)cc1F)c1ccc(C#N)cn1. The result is 0 (unstable in human liver microsomes). (3) The drug is COc1cccc2c(C(=O)N3C[C@]4(C)CSCN4C[C@@H]3C)cn(CC3CCCCC3)c12. The result is 1 (stable in human liver microsomes). (4) The drug is N[C@@H](CC(=O)N1CCC[C@H]1c1nc(C2CC2)no1)Cc1cc(F)c(F)cc1F. The result is 0 (unstable in human liver microsomes). (5) The compound is O=C1COc2ccc(NC(=O)C3CCN(c4cccc(C(F)(F)F)c4)CC3)cc2N1. The result is 1 (stable in human liver microsomes). (6) The molecule is COc1cccc(C(CCO)NC(=O)Nc2ccc(-c3cn[nH]c3)cc2)c1. The result is 0 (unstable in human liver microsomes). (7) The drug is CN=C(NC1=NC(=O)C(=O)N1C(C)C)Nc1ccc(Cl)c(Cl)c1. The result is 0 (unstable in human liver microsomes). (8) The result is 1 (stable in human liver microsomes). The molecule is O=C(Nc1ccc(F)c(-c2nc3cc(-c4ccc(F)c(F)c4)cnc3[nH]2)c1)N1CCCC1. (9) The compound is Cn1c(C(=O)O)cc2cc(NC(=O)[C@]3(NC(=O)c4ccc5c(C6CCCCC6)c(-c6ccccn6)n(C)c5c4)CCCNC3)ccc21. The result is 1 (stable in human liver microsomes). (10) The molecule is CCCC(C)n1nc(-c2cccs2)c(O)c(C2=NS(=O)(=O)c3cc(NS(C)(=O)=O)ccc3N2)c1=O. The result is 0 (unstable in human liver microsomes).